Predict which catalyst facilitates the given reaction. From a dataset of Catalyst prediction with 721,799 reactions and 888 catalyst types from USPTO. Reactant: [H-].[Na+].[Br:3][C:4]1[CH:5]=[C:6]2[C:10](=[CH:11][CH:12]=1)[NH:9][N:8]=[C:7]2[CH3:13].[S:14](Cl)([C:17]1[CH:23]=[CH:22][C:20]([CH3:21])=[CH:19][CH:18]=1)(=[O:16])=[O:15]. Product: [Br:3][C:4]1[CH:5]=[C:6]2[C:10](=[CH:11][CH:12]=1)[N:9]([S:14]([C:17]1[CH:23]=[CH:22][C:20]([CH3:21])=[CH:19][CH:18]=1)(=[O:16])=[O:15])[N:8]=[C:7]2[CH3:13]. The catalyst class is: 3.